Dataset: Full USPTO retrosynthesis dataset with 1.9M reactions from patents (1976-2016). Task: Predict the reactants needed to synthesize the given product. (1) Given the product [OH:11][C:10]([C:3]1[CH:4]=[CH:5][C:6]([O:8][CH3:9])=[CH:7][C:2]=1[OH:1])([C:12]1[CH:17]=[CH:16][CH:15]=[C:14]([O:18][CH2:19][C:20]2[N:21]=[C:22]([C:26]3[CH:27]=[CH:28][CH:29]=[CH:30][CH:31]=3)[O:23][C:24]=2[CH3:25])[CH:13]=1)[CH3:32], predict the reactants needed to synthesize it. The reactants are: [OH:1][C:2]1[CH:7]=[C:6]([O:8][CH3:9])[CH:5]=[CH:4][C:3]=1[C:10]([C:12]1[CH:17]=[CH:16][CH:15]=[C:14]([O:18][CH2:19][C:20]2[N:21]=[C:22]([C:26]3[CH:31]=[CH:30][CH:29]=[CH:28][CH:27]=3)[O:23][C:24]=2[CH3:25])[CH:13]=1)=[O:11].[CH3:32][Mg]Br.C(OCC)(=O)C. (2) Given the product [CH:21]([C:17]1[N:16]([CH2:8][C:9]([O:11][C:12]([CH3:15])([CH3:14])[CH3:13])=[O:10])[CH:20]=[CH:19][N:18]=1)=[O:22], predict the reactants needed to synthesize it. The reactants are: C(=O)([O-])[O-].[K+].[K+].Br[CH2:8][C:9]([O:11][C:12]([CH3:15])([CH3:14])[CH3:13])=[O:10].[NH:16]1[CH:20]=[CH:19][N:18]=[C:17]1[CH:21]=[O:22]. (3) Given the product [CH:32]1([CH2:37][CH2:38][C:39]([N:42]([CH2:17][C:18]2[N:19]=[C:20]([C:23]3[CH:31]=[CH:30][C:26]([C:27]([NH:13][CH2:12][C:11]4[CH:10]=[CH:9][C:8]([O:1][C:2]5[CH:3]=[CH:4][CH:5]=[CH:6][CH:7]=5)=[CH:15][CH:14]=4)=[O:28])=[CH:25][CH:24]=3)[S:21][CH:22]=2)[C:43]2[CH:55]=[CH:54][C:46]([OH:47])=[C:45]([CH:44]=2)[C:50]([OH:51])=[O:49])=[O:40])[CH2:36][CH2:35][CH2:34][CH2:33]1, predict the reactants needed to synthesize it. The reactants are: [O:1]([C:8]1[CH:15]=[CH:14][C:11]([CH2:12][NH2:13])=[CH:10][CH:9]=1)[C:2]1[CH:7]=[CH:6][CH:5]=[CH:4][CH:3]=1.Cl[CH2:17][C:18]1[N:19]=[C:20]([C:23]2[CH:31]=[CH:30][C:26]([C:27](Cl)=[O:28])=[CH:25][CH:24]=2)[S:21][CH:22]=1.[CH:32]1([CH2:37][CH2:38][C:39](Cl)=[O:40])[CH2:36][CH2:35][CH2:34][CH2:33]1.[NH2:42][C:43]1[CH:55]=[CH:54][C:46]2[O:47]C(C)(C)[O:49][C:50](=[O:51])[C:45]=2[CH:44]=1. (4) Given the product [N:11]1[C:12]2[CH:4]([NH2:3])[CH2:5][CH2:6][C:7]=2[CH:8]=[CH:9][CH:10]=1, predict the reactants needed to synthesize it. The reactants are: CO[N:3]=[C:4]1[C:12]2[N:11]=[CH:10][CH:9]=[CH:8][C:7]=2[CH2:6][CH2:5]1. (5) Given the product [CH:27]([NH:34][C:35]([NH:20][CH2:19][CH:16]1[CH2:17][CH2:18][N:14]([CH:1]([C:8]2[CH:13]=[CH:12][CH:11]=[CH:10][CH:9]=2)[C:2]2[CH:3]=[CH:4][CH:5]=[CH:6][CH:7]=2)[CH2:15]1)=[O:36])([C:28]1[CH:29]=[CH:30][CH:31]=[CH:32][CH:33]=1)[C:21]1[CH:26]=[CH:25][CH:24]=[CH:23][CH:22]=1, predict the reactants needed to synthesize it. The reactants are: [CH:1]([N:14]1[CH2:18][CH2:17][CH:16]([CH2:19][NH2:20])[CH2:15]1)([C:8]1[CH:13]=[CH:12][CH:11]=[CH:10][CH:9]=1)[C:2]1[CH:7]=[CH:6][CH:5]=[CH:4][CH:3]=1.[C:21]1([CH:27]([N:34]=[C:35]=[O:36])[C:28]2[CH:33]=[CH:32][CH:31]=[CH:30][CH:29]=2)[CH:26]=[CH:25][CH:24]=[CH:23][CH:22]=1. (6) Given the product [F:21][C:13]1[CH:14]=[C:15]([C:18](=[O:20])[CH3:19])[CH:16]=[CH:17][C:12]=1[N:9]1[CH2:8][CH2:7][N:6]([C:4]([C:3]2[C:2]([C:33]3[CH:34]=[CH:35][C:30]([CH3:29])=[CH:31][CH:32]=3)=[CH:25][CH:24]=[C:23]([N+:26]([O-:28])=[O:27])[CH:22]=2)=[O:5])[CH2:11][CH2:10]1, predict the reactants needed to synthesize it. The reactants are: Br[C:2]1[CH:25]=[CH:24][C:23]([N+:26]([O-:28])=[O:27])=[CH:22][C:3]=1[C:4]([N:6]1[CH2:11][CH2:10][N:9]([C:12]2[CH:17]=[CH:16][C:15]([C:18](=[O:20])[CH3:19])=[CH:14][C:13]=2[F:21])[CH2:8][CH2:7]1)=[O:5].[CH3:29][C:30]1[CH:35]=[CH:34][C:33](B(O)O)=[CH:32][CH:31]=1.C(=O)([O-])[O-].[Na+].[Na+]. (7) Given the product [C:36]([N:23]1[CH2:24][C:25](=[O:35])[N:26]([C:27]2[CH:32]=[C:31]([C:33]#[N:34])[CH:30]=[CH:29][N:28]=2)[C@H:21]([C:19]([N:18]([C@@H:8]([C:3]2[CH:4]=[CH:5][CH:6]=[CH:7][C:2]=2[Cl:1])[C:9]([NH:11][CH:12]2[CH2:13][C:14]([F:17])([F:16])[CH2:15]2)=[O:10])[C:43]2[CH:48]=[CH:47][CH:46]=[C:45]([F:49])[CH:44]=2)=[O:20])[CH2:22]1)(=[O:37])[CH3:50], predict the reactants needed to synthesize it. The reactants are: [Cl:1][C:2]1[CH:7]=[CH:6][CH:5]=[CH:4][C:3]=1[CH:8]([N:18]([C:43]1[CH:48]=[CH:47][CH:46]=[C:45]([F:49])[CH:44]=1)[C:19]([C@H:21]1[N:26]([C:27]2[CH:32]=[C:31]([C:33]#[N:34])[CH:30]=[CH:29][N:28]=2)[C:25](=[O:35])[CH2:24][N:23]([C:36](OC(C)(C)C)=[O:37])[CH2:22]1)=[O:20])[C:9]([NH:11][CH:12]1[CH2:15][C:14]([F:17])([F:16])[CH2:13]1)=[O:10].[C:50](O)(C(F)(F)F)=O.CCN(C(C)C)C(C)C.CC(OC(C)=O)=O. (8) Given the product [F:1][C:2]([F:27])([F:28])[C:3]([NH:5][C@H:6]([CH2:10][CH2:11][C:12]1[CH:13]=[CH:14][C:15]([CH2:18][CH2:19][CH2:20][CH2:21][CH2:22][CH2:23][CH2:24][CH3:25])=[CH:16][CH:17]=1)[C:7]([OH:9])=[O:8])=[O:4], predict the reactants needed to synthesize it. The reactants are: [F:1][C:2]([F:28])([F:27])[C:3]([NH:5][C@H:6]([CH2:10][C:11](=O)[C:12]1[CH:17]=[CH:16][C:15]([CH2:18][CH2:19][CH2:20][CH2:21][CH2:22][CH2:23][CH2:24][CH3:25])=[CH:14][CH:13]=1)[C:7]([OH:9])=[O:8])=[O:4]. (9) Given the product [CH2:1]([N:3]1[C:11]2[C:6](=[CH:7][CH:8]=[CH:9][CH:10]=2)[C:5]([CH:19]([N:26]([CH3:28])[CH3:27])[C:20]2[CH:25]=[CH:24][CH:23]=[CH:22][CH:21]=2)=[C:4]1[C:12]1[CH:17]=[CH:16][CH:15]=[CH:14][CH:13]=1)[CH3:2], predict the reactants needed to synthesize it. The reactants are: [CH2:1]([N:3]1[C:11]2[C:6](=[CH:7][CH:8]=[CH:9][CH:10]=2)[CH:5]=[C:4]1[C:12]1[CH:17]=[CH:16][CH:15]=[CH:14][CH:13]=1)[CH3:2].[Cl-].[CH:19](=[N+:26]([CH3:28])[CH3:27])[C:20]1[CH:25]=[CH:24][CH:23]=[CH:22][CH:21]=1. (10) The reactants are: Br[C:2]1[CH:3]=[C:4]([C:9]2[CH:21]=[CH:20][C:19]3[C:18]4[C:13](=[CH:14][CH:15]=[CH:16][CH:17]=4)[C:12]([CH3:23])([CH3:22])[C:11]=3[CH:10]=2)[CH:5]=[C:6]([Cl:8])[CH:7]=1.[C:24]1([C:33]2[CH:38]=[CH:37][CH:36]=[CH:35][CH:34]=2)[CH:29]=[CH:28][C:27](B(O)O)=[CH:26][CH:25]=1. Given the product [Cl:8][C:6]1[CH:5]=[C:4]([C:9]2[CH:21]=[CH:20][C:19]3[C:18]4[C:13](=[CH:14][CH:15]=[CH:16][CH:17]=4)[C:12]([CH3:23])([CH3:22])[C:11]=3[CH:10]=2)[CH:3]=[C:2]([C:36]2[CH:37]=[CH:38][C:33]([C:24]3[CH:29]=[CH:28][CH:27]=[CH:26][CH:25]=3)=[CH:34][CH:35]=2)[CH:7]=1, predict the reactants needed to synthesize it.